From a dataset of Reaction yield outcomes from USPTO patents with 853,638 reactions. Predict the reaction yield, written as a fraction of the theoretical maximum amount of product (1.0 means a 100% yield; for example, 0.34 means a 34% yield). (1) The reactants are [Br:1][C:2]1[CH:15]=[CH:14][C:5]([C:6]([C@H:8]2[CH2:10][C@H:9]2[C:11]([OH:13])=[O:12])=[O:7])=[CH:4][CH:3]=1.[CH3:16]OC(OC)(C)C.Cl. The catalyst is CO. The product is [Br:1][C:2]1[CH:3]=[CH:4][C:5]([C:6]([C@H:8]2[CH2:10][C@H:9]2[C:11]([O:13][CH3:16])=[O:12])=[O:7])=[CH:14][CH:15]=1. The yield is 0.990. (2) The reactants are CN(C1C(C2C(P(C3C=CC=CC=3)C3C=CC=CC=3)=CC=CC=2)=CC=CC=1)C.[Li].[O-]CCCC.[CH2:35]([O:42][C:43]([N:45]([C:54]([C:57]1[CH:62]=[CH:61][CH:60]=[CH:59][C:58]=1Br)([CH3:56])[CH3:55])[CH2:46][C:47]([O:49][C:50]([CH3:53])([CH3:52])[CH3:51])=[O:48])=[O:44])[C:36]1[CH:41]=[CH:40][CH:39]=[CH:38][CH:37]=1. The catalyst is O1CCOCC1.C1C=CC(/C=C/C(/C=C/C2C=CC=CC=2)=O)=CC=1.C1C=CC(/C=C/C(/C=C/C2C=CC=CC=2)=O)=CC=1.C1C=CC(/C=C/C(/C=C/C2C=CC=CC=2)=O)=CC=1.[Pd].[Pd]. The product is [CH3:55][C:54]1([CH3:56])[C:57]2[C:62](=[CH:61][CH:60]=[CH:59][CH:58]=2)[CH:46]([C:47]([O:49][C:50]([CH3:53])([CH3:52])[CH3:51])=[O:48])[N:45]1[C:43]([O:42][CH2:35][C:36]1[CH:41]=[CH:40][CH:39]=[CH:38][CH:37]=1)=[O:44]. The yield is 0.430. (3) The reactants are [NH:1]([C:3]1[CH:8]=[CH:7][C:6]([CH2:9][S:10]([N:13]([CH3:15])[CH3:14])(=[O:12])=[O:11])=[CH:5][CH:4]=1)[NH2:2].C([O-])(=O)C.[Na+].[O:21]1[CH:26]=[CH:25][CH2:24][CH2:23][CH2:22]1. The catalyst is O.C(O)C.C(OCC)(=O)C.C(Cl)Cl. The product is [OH:21][CH2:22][CH2:23][CH2:24][CH2:25][CH:26]=[N:2][NH:1][C:3]1[CH:4]=[CH:5][C:6]([CH2:9][S:10]([N:13]([CH3:15])[CH3:14])(=[O:11])=[O:12])=[CH:7][CH:8]=1. The yield is 0.280. (4) The reactants are [CH2:1]([O:3][C:4](=[O:27])[C@@H:5]([CH2:12][C:13]1[CH:18]=[C:17]([Cl:19])[C:16]([NH2:20])=[C:15]([CH3:21])[C:14]=1[CH2:22][O:23]C(=O)C)[CH2:6][C:7]([O:9][CH2:10]C)=[O:8])C.COC(=O)[C@@H](CC1C(CO)=C2C(=CC=1)N[N:42]=C2)CC(OC)=O. No catalyst specified. The product is [Cl:19][C:17]1[CH:18]=[C:13]([CH2:12][C@@H:5]([CH2:6][C:7]([O:9][CH3:10])=[O:8])[C:4]([O:3][CH3:1])=[O:27])[C:14]([CH2:22][OH:23])=[C:15]2[C:16]=1[NH:20][N:42]=[CH:21]2. The yield is 0.990. (5) The reactants are C1C=CC(P(C2C=CC=CC=2)C2C=CC=CC=2)=CC=1.CC(OC(/N=N/C(OC(C)C)=O)=O)C.[N:34]1([CH2:39][CH2:40]O)[CH2:38][CH2:37][CH2:36][CH2:35]1.[CH:42]1([C:45]([N:47]2[CH2:51][CH2:50][C@@H:49]([CH2:52][N:53]3[C:57]([C:58]4[CH:63]=[CH:62][C:61]([C:64]5[CH:69]=[CH:68][C:67]([F:70])=[CH:66][CH:65]=5)=[CH:60][CH:59]=4)=[N:56][NH:55][C:54]3=[O:71])[CH2:48]2)=[O:46])[CH2:44][CH2:43]1. The catalyst is C1COCC1. The product is [CH:42]1([C:45]([N:47]2[CH2:51][CH2:50][C@@H:49]([CH2:52][N:53]3[C:57]([C:58]4[CH:63]=[CH:62][C:61]([C:64]5[CH:65]=[CH:66][C:67]([F:70])=[CH:68][CH:69]=5)=[CH:60][CH:59]=4)=[N:56][N:55]([CH2:40][CH2:39][N:34]4[CH2:35][CH2:36][CH2:37][CH2:38]4)[C:54]3=[O:71])[CH2:48]2)=[O:46])[CH2:44][CH2:43]1. The yield is 0.356. (6) The reactants are [CH3:1][O:2][C:3]1[N:12]=[C:11]2[C:6]([CH2:7][CH2:8][C:9](=[O:17])[N:10]2[CH2:13][CH:14]2[CH2:16][O:15]2)=[CH:5][CH:4]=1.[NH:18]1[CH2:23][CH2:22][CH:21]([NH:24][C:25](=[O:31])[O:26][C:27]([CH3:30])([CH3:29])[CH3:28])[CH2:20][CH2:19]1. The catalyst is CN(C=O)C. The product is [OH:15][CH:14]([CH2:13][N:10]1[C:11]2[C:6](=[CH:5][CH:4]=[C:3]([O:2][CH3:1])[N:12]=2)[CH2:7][CH2:8][C:9]1=[O:17])[CH2:16][N:18]1[CH2:19][CH2:20][CH:21]([NH:24][C:25](=[O:31])[O:26][C:27]([CH3:29])([CH3:28])[CH3:30])[CH2:22][CH2:23]1. The yield is 0.380. (7) The reactants are [CH3:1][O:2][C:3](=[O:30])[C:4]1[CH:9]=[C:8]([CH3:10])[CH:7]=[CH:6][C:5]=1[NH:11][C:12]1[N:13]([C:22]2[CH:27]=[CH:26][CH:25]=[CH:24][C:23]=2[O:28][CH3:29])[N:14]=[C:15]([CH2:20][CH3:21])[C:16]=1[C:17](=[S:19])[NH2:18].Cl[CH2:32][C:33](N(C)C)=[O:34].[CH3:38]O. No catalyst specified. The product is [CH3:1][O:2][C:3](=[O:30])[C:4]1[CH:9]=[C:8]([CH3:10])[CH:7]=[CH:6][C:5]=1[NH:11][C:12]1[N:13]([C:22]2[CH:27]=[CH:26][CH:25]=[CH:24][C:23]=2[O:28][CH3:29])[N:14]=[C:15]([CH2:20][CH3:21])[C:16]=1[C:17]1[S:19][CH:32]=[C:33]([O:34][CH3:38])[N:18]=1. The yield is 0.650.